Dataset: Catalyst prediction with 721,799 reactions and 888 catalyst types from USPTO. Task: Predict which catalyst facilitates the given reaction. (1) Product: [Br:1][C:20]1[N:21]([CH:24]2[CH2:29][CH2:28][CH2:27][CH2:26][O:25]2)[C:22]2[C:18]([N:19]=1)=[C:17]([NH2:30])[N:16]=[C:15]([NH:14][C@H:10]([CH3:9])[CH2:11][CH2:12][CH3:13])[N:23]=2. Reactant: [Br:1]N1C(=O)CCC1=O.[CH3:9][C@@H:10]([NH:14][C:15]1[N:23]=[C:22]2[C:18]([N:19]=[CH:20][N:21]2[CH:24]2[CH2:29][CH2:28][CH2:27][CH2:26][O:25]2)=[C:17]([NH2:30])[N:16]=1)[CH2:11][CH2:12][CH3:13].O. The catalyst class is: 22. (2) Reactant: [CH3:1][O:2][CH2:3][CH2:4][CH2:5][N:6]1[C:11]2[CH:12]=[C:13]([CH2:16][O:17][C@H:18]3[CH2:23][N:22]([S:24]([C:27]4[CH:32]=[CH:31][C:30]([CH3:33])=[CH:29][CH:28]=4)(=[O:26])=[O:25])[C@H:21]([CH2:34][CH2:35][C:36]([OH:38])=[O:37])[CH2:20][CH2:19]3)[CH:14]=[CH:15][C:10]=2[O:9][CH2:8][CH2:7]1.[CH3:39][Si](C=[N+]=[N-])(C)C. Product: [CH3:1][O:2][CH2:3][CH2:4][CH2:5][N:6]1[C:11]2[CH:12]=[C:13]([CH2:16][O:17][C@H:18]3[CH2:23][N:22]([S:24]([C:27]4[CH:28]=[CH:29][C:30]([CH3:33])=[CH:31][CH:32]=4)(=[O:25])=[O:26])[C@H:21]([CH2:34][CH2:35][C:36]([O:38][CH3:39])=[O:37])[CH2:20][CH2:19]3)[CH:14]=[CH:15][C:10]=2[O:9][CH2:8][CH2:7]1. The catalyst class is: 5.